This data is from Retrosynthesis with 50K atom-mapped reactions and 10 reaction types from USPTO. The task is: Predict the reactants needed to synthesize the given product. (1) Given the product CC(C)OC(=O)N1CCC(C(C)COS(C)(=O)=O)CC1, predict the reactants needed to synthesize it. The reactants are: CC(C)OC(=O)N1CCC(C(C)CO)CC1.CS(=O)(=O)Cl. (2) Given the product Oc1ccc(CNc2ncc3cc(-c4c(Cl)cccc4Cl)n(C[C@@H]4CCCNC4)c3n2)cc1, predict the reactants needed to synthesize it. The reactants are: Oc1cccc(CNc2ncc3cc(-c4c(Cl)cccc4Cl)n(CC4CCCNC4)c3n2)c1. (3) Given the product CC(c1csc2c1OCCN(C(=O)OC(C)(C)C)C2)C(F)(F)F, predict the reactants needed to synthesize it. The reactants are: C=C(c1csc2c1OCCN(C(=O)OC(C)(C)C)C2)C(F)(F)F. (4) Given the product COc1ccc(OC)c(C=Cc2ccc(OCCCCCCO)cc2)c1, predict the reactants needed to synthesize it. The reactants are: COc1ccc(OC)c(CP(=O)(OC)OC)c1.O=Cc1ccc(OCCCCCCO)cc1.